This data is from Forward reaction prediction with 1.9M reactions from USPTO patents (1976-2016). The task is: Predict the product of the given reaction. Given the reactants Br[C:2]1[CH:3]=[C:4]([CH:19]=[CH:20][CH:21]=1)[CH2:5][C@@H:6]([C:15]([O:17][CH3:18])=[O:16])[NH:7][C:8]([O:10][C:11]([CH3:14])([CH3:13])[CH3:12])=[O:9].[CH3:22][Si:23]([CH3:66])([CH3:65])[CH2:24][CH2:25][O:26][C:27](=[O:64])[C@H:28]([CH2:40][C:41]1[CH:46]=[C:45](B2OC(C)(C)C(C)(C)O2)[CH:44]=[CH:43][C:42]=1[O:56][CH2:57][C:58]1[CH:63]=[CH:62][CH:61]=[CH:60][CH:59]=1)[NH:29][C:30]([O:32][CH2:33][C:34]1[CH:39]=[CH:38][CH:37]=[CH:36][CH:35]=1)=[O:31].C(=O)([O-])[O-].[Cs+].[Cs+], predict the reaction product. The product is: [CH2:57]([O:56][C:42]1[CH:43]=[CH:44][C:45]([C:2]2[CH:21]=[CH:20][CH:19]=[C:4]([CH2:5][C@H:6]([NH:7][C:8]([O:10][C:11]([CH3:14])([CH3:13])[CH3:12])=[O:9])[C:15]([O:17][CH3:18])=[O:16])[CH:3]=2)=[CH:46][C:41]=1[CH2:40][C@H:28]([NH:29][C:30]([O:32][CH2:33][C:34]1[CH:35]=[CH:36][CH:37]=[CH:38][CH:39]=1)=[O:31])[C:27](=[O:64])[O:26][CH2:25][CH2:24][Si:23]([CH3:66])([CH3:65])[CH3:22])[C:58]1[CH:63]=[CH:62][CH:61]=[CH:60][CH:59]=1.